This data is from Retrosynthesis with 50K atom-mapped reactions and 10 reaction types from USPTO. The task is: Predict the reactants needed to synthesize the given product. (1) Given the product Nc1cc(C(=O)NCCc2ccc(Cl)cc2)n[nH]1, predict the reactants needed to synthesize it. The reactants are: O=C(NCCc1ccc(Cl)cc1)c1cc([N+](=O)[O-])[nH]n1. (2) Given the product COc1cc2oc(=O)c(-c3ccc(C(F)(F)F)cc3)c(Cc3ccc(O)cc3)c2cc1C, predict the reactants needed to synthesize it. The reactants are: COc1cc2oc(=O)c(-c3ccc(C(F)(F)F)cc3)c(Cc3ccc(OC(=O)C(C)(C)C)cc3)c2cc1C. (3) Given the product CC(C)(C)OC(=O)COc1cccc2c1CCCC2NS(=O)(=O)c1ccc(-c2cc(F)ccn2)cc1, predict the reactants needed to synthesize it. The reactants are: CC(C)(C)OC(=O)COc1cccc2c1CCCC2NS(=O)(=O)c1ccc(Br)cc1.OB(O)c1cc(F)ccn1.